Dataset: Catalyst prediction with 721,799 reactions and 888 catalyst types from USPTO. Task: Predict which catalyst facilitates the given reaction. (1) Reactant: [F:1][C:2]1[CH:27]=[CH:26][CH:25]=[C:24]([F:28])[C:3]=1[C:4]([NH:6][C:7](=[O:23])[N:8]([C:10]1[CH:15]=[CH:14][C:13]([S:16][CH2:17][C:18]([F:21])([F:20])[F:19])=[CH:12][C:11]=1[F:22])[CH3:9])=[O:5].[H-].[Na+].[CH3:31]I.[Cl-].[NH4+]. Product: [F:1][C:2]1[CH:27]=[CH:26][CH:25]=[C:24]([F:28])[C:3]=1[C:4]([N:6]([CH3:31])[C:7]([N:8]([C:10]1[CH:15]=[CH:14][C:13]([S:16][CH2:17][C:18]([F:21])([F:20])[F:19])=[CH:12][C:11]=1[F:22])[CH3:9])=[O:23])=[O:5]. The catalyst class is: 264. (2) Reactant: [CH3:1][O:2][C:3]1[CH:16]=[C:15](B2OC(C)(C)C(C)(C)O2)[CH:14]=[CH:13][C:4]=1[O:5][CH2:6][CH2:7][N:8]1[CH2:12][CH2:11][CH2:10][CH2:9]1.C(=O)([O-])[O-].[K+].[K+].[Br:32][C:33]1[C:34]([NH2:40])=[N:35][CH:36]=[C:37](I)[CH:38]=1.C(=O)(O)[O-].[Na+]. Product: [Br:32][C:33]1[C:34]([NH2:40])=[N:35][CH:36]=[C:37]([C:15]2[CH:14]=[CH:13][C:4]([O:5][CH2:6][CH2:7][N:8]3[CH2:9][CH2:10][CH2:11][CH2:12]3)=[C:3]([O:2][CH3:1])[CH:16]=2)[CH:38]=1. The catalyst class is: 70. (3) Reactant: [F:1][C:2]([F:20])([F:19])[O:3][C:4]1[CH:9]=[CH:8][C:7]([NH:10][C:11]2[S:12][CH:13]=[C:14]([C:16]([OH:18])=[O:17])[N:15]=2)=[CH:6][CH:5]=1.[Cl:21][C:22]1[CH:30]=[CH:29][CH:28]=[CH:27][C:23]=1[C:24](Cl)=[O:25].C(=O)([O-])[O-].[K+].[K+]. Product: [Cl:21][C:22]1[CH:30]=[CH:29][CH:28]=[CH:27][C:23]=1[C:24]([N:10]([C:7]1[CH:8]=[CH:9][C:4]([O:3][C:2]([F:1])([F:19])[F:20])=[CH:5][CH:6]=1)[C:11]1[S:12][CH:13]=[C:14]([C:16]([OH:18])=[O:17])[N:15]=1)=[O:25]. The catalyst class is: 1. (4) Reactant: Cl.[C:2]([N:6]1[CH2:11][CH2:10][CH:9]([C:12]2[CH:17]=[CH:16][C:15]([C:18]([NH2:20])=[O:19])=[C:14]([NH:21][C:22]3[CH:27]=[CH:26][C:25]([C:28]([N:30]4[CH2:35][CH2:34][N:33]([C:36](=[O:42])[CH2:37][CH2:38][CH2:39][CH2:40][NH2:41])[CH2:32][CH2:31]4)=[O:29])=[CH:24][CH:23]=3)[N:13]=2)[CH2:8][CH2:7]1)(=[O:5])[CH:3]=[CH2:4].O=C1CCC(=O)N1[O:50][C:51](=O)[CH2:52][CH2:53][O:54][CH2:55][CH2:56][O:57][CH2:58][CH2:59][O:60][CH2:61][CH2:62][O:63][CH2:64][CH2:65][NH:66][C:67](=[O:81])[CH2:68][CH2:69][CH2:70][CH2:71][CH:72]1[CH:79]2[CH:75]([NH:76][C:77](=[O:80])[NH:78]2)[CH2:74][S:73]1.CCN(C(C)C)C(C)C. Product: [C:2]([N:6]1[CH2:7][CH2:8][CH:9]([C:12]2[CH:17]=[CH:16][C:15]([C:18]([NH2:20])=[O:19])=[C:14]([NH:21][C:22]3[CH:27]=[CH:26][C:25]([C:28]([N:30]4[CH2:35][CH2:34][N:33]([C:36](=[O:42])[CH2:37][CH2:38][CH2:39][CH2:40][NH:41][C:51](=[O:50])[CH2:52][CH2:53][O:54][CH2:55][CH2:56][O:57][CH2:58][CH2:59][O:60][CH2:61][CH2:62][O:63][CH2:64][CH2:65][NH:66][C:67](=[O:81])[CH2:68][CH2:69][CH2:70][CH2:71][CH:72]5[CH:79]6[CH:75]([NH:76][C:77](=[O:80])[NH:78]6)[CH2:74][S:73]5)[CH2:32][CH2:31]4)=[O:29])=[CH:24][CH:23]=3)[N:13]=2)[CH2:10][CH2:11]1)(=[O:5])[CH:3]=[CH2:4]. The catalyst class is: 23. (5) Reactant: C(OC(=O)[NH:7][CH2:8][CH:9]1[C:18]2[C:13](=[CH:14][C:15]([O:19][CH2:20][CH2:21][CH2:22][CH2:23][N:24]3[CH2:29][CH2:28][N:27]([C:30]4[CH:35]=[CH:34][CH:33]=[C:32]([Cl:36])[C:31]=4[Cl:37])[CH2:26][CH2:25]3)=[CH:16][CH:17]=2)[NH:12][C:11](=[O:38])[CH2:10]1)(C)(C)C.C(O)(C(F)(F)F)=O. Product: [NH2:7][CH2:8][CH:9]1[C:18]2[C:13](=[CH:14][C:15]([O:19][CH2:20][CH2:21][CH2:22][CH2:23][N:24]3[CH2:25][CH2:26][N:27]([C:30]4[CH:35]=[CH:34][CH:33]=[C:32]([Cl:36])[C:31]=4[Cl:37])[CH2:28][CH2:29]3)=[CH:16][CH:17]=2)[NH:12][C:11](=[O:38])[CH2:10]1. The catalyst class is: 4. (6) Reactant: [Cl:1][C:2]1[CH:3]=[C:4](/[CH:9]=[CH:10]/[C:11]([N:13]2[CH2:19][CH2:18][C:17](=[O:20])[NH:16][CH2:15][CH2:14]2)=[O:12])[CH:5]=[CH:6][C:7]=1[Cl:8].Br[CH2:22][C:23]([O:25][CH3:26])=[O:24].OS([O-])(=O)=O.[K+]. Product: [CH3:26][O:25][C:23](=[O:24])[CH2:22][N:16]1[C:17](=[O:20])[CH2:18][CH2:19][N:13]([C:11](=[O:12])/[CH:10]=[CH:9]/[C:4]2[CH:5]=[CH:6][C:7]([Cl:8])=[C:2]([Cl:1])[CH:3]=2)[CH2:14][CH2:15]1. The catalyst class is: 1. (7) Reactant: [C:1]1([C:7]2[N:8]=[CH:9][C:10]3[O:11][CH2:12][CH2:13][N:14]([C:17]4[CH:22]=[CH:21][N:20]=[C:19]([NH:23][C@@H:24]([CH3:42])[CH2:25][C:26]5[CH:27]=[C:28]([C@H:32]([NH:34]C(=O)OC(C)(C)C)[CH3:33])[CH:29]=[CH:30][CH:31]=5)[N:18]=4)[C:15]=3[N:16]=2)[CH:6]=[CH:5][CH:4]=[CH:3][CH:2]=1.FC(F)(F)C(O)=O. Product: [NH2:34][C@@H:32]([C:28]1[CH:27]=[C:26]([CH2:25][C@@H:24]([NH:23][C:19]2[N:18]=[C:17]([N:14]3[CH2:13][CH2:12][O:11][C:10]4[CH:9]=[N:8][C:7]([C:1]5[CH:6]=[CH:5][CH:4]=[CH:3][CH:2]=5)=[N:16][C:15]3=4)[CH:22]=[CH:21][N:20]=2)[CH3:42])[CH:31]=[CH:30][CH:29]=1)[CH3:33]. The catalyst class is: 4. (8) Reactant: C[O:2][C:3](=[O:25])[C:4]1[CH:9]=[CH:8][C:7]([CH:10]([O:16][C:17]2[CH:18]=[N:19][C:20]([Cl:24])=[C:21]([CH3:23])[CH:22]=2)[CH2:11][C:12]([CH3:15])([CH3:14])[CH3:13])=[CH:6][CH:5]=1.[OH-].[Na+]. Product: [Cl:24][C:20]1[N:19]=[CH:18][C:17]([O:16][CH:10]([C:7]2[CH:6]=[CH:5][C:4]([C:3]([OH:25])=[O:2])=[CH:9][CH:8]=2)[CH2:11][C:12]([CH3:13])([CH3:14])[CH3:15])=[CH:22][C:21]=1[CH3:23]. The catalyst class is: 5. (9) Reactant: [Cl:1][C:2]1[C:11]([C:12]2[CH:17]=[CH:16][CH:15]=[CH:14][CH:13]=2)=[C:10]([Cl:18])[C:9]2[C:4](=[CH:5][CH:6]=[C:7]([C:19]([CH:27]3[CH2:32][CH2:31][CH2:30][NH:29][CH2:28]3)([C:21]3[CH:22]=[N:23][CH:24]=[CH:25][CH:26]=3)[OH:20])[CH:8]=2)[N:3]=1.[C:33]([OH:39])([C:35]([F:38])([F:37])[F:36])=[O:34].C=O.O.[BH3-]C#N.[Na+]. Product: [Cl:1][C:2]1[C:11]([C:12]2[CH:13]=[CH:14][CH:15]=[CH:16][CH:17]=2)=[C:10]([Cl:18])[C:9]2[C:4](=[CH:5][CH:6]=[C:7]([C:19]([CH:27]3[CH2:32][CH2:31][CH2:30][N:29]([CH3:33])[CH2:28]3)([C:21]3[CH:22]=[N:23][CH:24]=[CH:25][CH:26]=3)[OH:20])[CH:8]=2)[N:3]=1.[C:33]([OH:39])([C:35]([F:38])([F:37])[F:36])=[O:34]. The catalyst class is: 5.